This data is from NCI-60 drug combinations with 297,098 pairs across 59 cell lines. The task is: Regression. Given two drug SMILES strings and cell line genomic features, predict the synergy score measuring deviation from expected non-interaction effect. (1) Drug 1: CC1CCC2CC(C(=CC=CC=CC(CC(C(=O)C(C(C(=CC(C(=O)CC(OC(=O)C3CCCCN3C(=O)C(=O)C1(O2)O)C(C)CC4CCC(C(C4)OC)OCCO)C)C)O)OC)C)C)C)OC. Drug 2: CC12CCC3C(C1CCC2OP(=O)(O)O)CCC4=C3C=CC(=C4)OC(=O)N(CCCl)CCCl.[Na+]. Cell line: A549. Synergy scores: CSS=37.9, Synergy_ZIP=7.49, Synergy_Bliss=9.61, Synergy_Loewe=6.97, Synergy_HSA=8.83. (2) Drug 1: C1CC(C1)(C(=O)O)C(=O)O.[NH2-].[NH2-].[Pt+2]. Drug 2: CN(C(=O)NC(C=O)C(C(C(CO)O)O)O)N=O. Cell line: SK-MEL-5. Synergy scores: CSS=18.8, Synergy_ZIP=-5.26, Synergy_Bliss=0.521, Synergy_Loewe=-2.27, Synergy_HSA=1.91. (3) Drug 1: COC1=C2C(=CC3=C1OC=C3)C=CC(=O)O2. Drug 2: CC1CCCC2(C(O2)CC(NC(=O)CC(C(C(=O)C(C1O)C)(C)C)O)C(=CC3=CSC(=N3)C)C)C. Cell line: ACHN. Synergy scores: CSS=33.6, Synergy_ZIP=3.83, Synergy_Bliss=3.55, Synergy_Loewe=-21.9, Synergy_HSA=0.606. (4) Drug 1: C1=C(C(=O)NC(=O)N1)F. Drug 2: C1=NC2=C(N1)C(=S)N=C(N2)N. Cell line: K-562. Synergy scores: CSS=54.7, Synergy_ZIP=-3.25, Synergy_Bliss=-3.71, Synergy_Loewe=-9.40, Synergy_HSA=-2.60. (5) Drug 1: CN(C)C1=NC(=NC(=N1)N(C)C)N(C)C. Drug 2: CCN(CC)CCNC(=O)C1=C(NC(=C1C)C=C2C3=C(C=CC(=C3)F)NC2=O)C. Cell line: RXF 393. Synergy scores: CSS=0.474, Synergy_ZIP=1.81, Synergy_Bliss=4.85, Synergy_Loewe=2.57, Synergy_HSA=1.52. (6) Drug 2: C1=CN(C=N1)CC(O)(P(=O)(O)O)P(=O)(O)O. Drug 1: CCN(CC)CCNC(=O)C1=C(NC(=C1C)C=C2C3=C(C=CC(=C3)F)NC2=O)C. Synergy scores: CSS=3.95, Synergy_ZIP=-0.153, Synergy_Bliss=0.566, Synergy_Loewe=-0.0922, Synergy_HSA=-0.736. Cell line: HS 578T.